From a dataset of Full USPTO retrosynthesis dataset with 1.9M reactions from patents (1976-2016). Predict the reactants needed to synthesize the given product. (1) Given the product [C:1]([O:5][C:6](=[O:39])[N:7]([C:8]1[C:13]2[C:14]([O:36][CH3:37])=[N:15][N:16]([C:17]([C:30]3[CH:31]=[CH:32][CH:33]=[CH:34][CH:35]=3)([C:18]3[CH:23]=[CH:22][CH:21]=[CH:20][CH:19]=3)[C:24]3[CH:25]=[CH:26][CH:27]=[CH:28][CH:29]=3)[C:12]=2[CH:11]=[C:10]([Cl:38])[N:9]=1)[CH3:40])([CH3:4])([CH3:2])[CH3:3], predict the reactants needed to synthesize it. The reactants are: [C:1]([O:5][C:6](=[O:39])[NH:7][C:8]1[C:13]2[C:14]([O:36][CH3:37])=[N:15][N:16]([C:17]([C:30]3[CH:35]=[CH:34][CH:33]=[CH:32][CH:31]=3)([C:24]3[CH:29]=[CH:28][CH:27]=[CH:26][CH:25]=3)[C:18]3[CH:23]=[CH:22][CH:21]=[CH:20][CH:19]=3)[C:12]=2[CH:11]=[C:10]([Cl:38])[N:9]=1)([CH3:4])([CH3:3])[CH3:2].[C:40]([O-])([O-])=O.[Cs+].[Cs+].IC.[NH4+].[Cl-]. (2) Given the product [Cl:18][C:12]1[CH:13]=[CH:14][CH:15]=[C:16]([Cl:17])[C:11]=1[N:9]1[CH:8]=[C:7]2[C:2]([NH:21][C:22]3[N:27]=[CH:26][N:25]=[C:24]([CH2:28][OH:29])[CH:23]=3)=[N:3][CH:4]=[C:5]([O:19][CH3:20])[C:6]2=[N:10]1, predict the reactants needed to synthesize it. The reactants are: Br[C:2]1[C:7]2=[CH:8][N:9]([C:11]3[C:16]([Cl:17])=[CH:15][CH:14]=[CH:13][C:12]=3[Cl:18])[N:10]=[C:6]2[C:5]([O:19][CH3:20])=[CH:4][N:3]=1.[NH2:21][C:22]1[N:27]=[CH:26][N:25]=[C:24]([CH2:28][OH:29])[CH:23]=1.CC1(C)C2C(=C(P(C3C=CC=CC=3)C3C=CC=CC=3)C=CC=2)OC2C(P(C3C=CC=CC=3)C3C=CC=CC=3)=CC=CC1=2.C(=O)([O-])[O-].[Cs+].[Cs+]. (3) Given the product [CH:10]1([Li:23])[C:11]2[CH2:12][C:13]3[C:5](=[CH:4][CH:3]=[CH:2][CH:1]=3)[C:6]=2[CH2:7][CH2:8][CH2:9]1, predict the reactants needed to synthesize it. The reactants are: [CH2:1]1[C:13]2[CH2:12][C:11]3[C:6](=[CH:7][CH:8]=[CH:9][CH:10]=3)[C:5]=2[CH2:4][CH2:3][CH2:2]1.C1COCC1.C([Li:23])CCC. (4) Given the product [NH2:1][C:2]1[S:3][C:4]([C:17]2[CH:22]=[CH:21][CH:20]=[C:19]([F:23])[CH:18]=2)=[C:5]([C:7]([N:9]2[CH2:14][C@H:13]3[C@H:11]([CH2:12]3)[C@H:10]2[CH2:15][NH:16][C:35]([C:29]2[N:30]([CH3:34])[C:31]3[C:27]([CH:28]=2)=[CH:26][C:25]([F:24])=[CH:33][CH:32]=3)=[O:36])=[O:8])[N:6]=1, predict the reactants needed to synthesize it. The reactants are: [NH2:1][C:2]1[S:3][C:4]([C:17]2[CH:22]=[CH:21][CH:20]=[C:19]([F:23])[CH:18]=2)=[C:5]([C:7]([N:9]2[CH2:14][C@H:13]3[C@H:11]([CH2:12]3)[C@H:10]2[CH2:15][NH2:16])=[O:8])[N:6]=1.[F:24][C:25]1[CH:26]=[C:27]2[C:31](=[CH:32][CH:33]=1)[N:30]([CH3:34])[C:29]([C:35](O)=[O:36])=[CH:28]2. (5) Given the product [F:32][C:33]([F:38])([F:37])[C:34]([OH:36])=[O:35].[CH3:1][O:2][C:3]1[CH:8]=[CH:7][C:6]2[C:28]([C:27]3[CH:30]=[CH:31][C:24]([OH:23])=[CH:25][CH:26]=3)=[N:11][C:10]3[NH:21][N:22]=[C:12]([CH2:13][C:14]4[CH:19]=[CH:18][CH:17]=[CH:16][CH:15]=4)[C:9]=3[C:5]=2[CH:4]=1, predict the reactants needed to synthesize it. The reactants are: [CH3:1][O:2][C:3]1[CH:4]=[C:5]([CH:9]([C:12](=O)[CH2:13][C:14]2[CH:19]=[CH:18][CH:17]=[CH:16][CH:15]=2)[C:10]#[N:11])[CH:6]=[CH:7][CH:8]=1.[NH2:21][NH2:22].[OH:23][C:24]1[CH:31]=[CH:30][C:27]([CH:28]=O)=[CH:26][CH:25]=1.[F:32][C:33]([F:38])([F:37])[C:34]([OH:36])=[O:35]. (6) Given the product [OH:20][C:19]1[CH:18]=[CH:17][C:16]([C:15]([F:14])([F:29])[F:30])=[CH:28][C:27]=1[CH:34]=[O:35], predict the reactants needed to synthesize it. The reactants are: [Li]CCCC.CN(CCN(C)C)C.[F:14][C:15]([F:30])([F:29])[C:16]1[CH:28]=[CH:27][C:19]([O:20]C2CCCCO2)=[CH:18][CH:17]=1.Cl.C1C[O:35][CH2:34]C1.